From a dataset of Catalyst prediction with 721,799 reactions and 888 catalyst types from USPTO. Predict which catalyst facilitates the given reaction. (1) Reactant: [CH2:1]([O:3][C:4]([C:6]1[CH:10]=[C:9]([CH2:11][CH2:12][CH2:13][O:14][Si](C(C)(C)C)(C)C)[NH:8][N:7]=1)=[O:5])[CH3:2].[F-].C([N+](CCCC)(CCCC)CCCC)CCC. Product: [CH2:1]([O:3][C:4]([C:6]1[CH:10]=[C:9]([CH2:11][CH2:12][CH2:13][OH:14])[NH:8][N:7]=1)=[O:5])[CH3:2]. The catalyst class is: 1. (2) Reactant: C(OC([NH:8][C@H:9]([C:14]([O:16][CH2:17][N:18]1[C:22]([C:23]2[CH:28]=[CH:27][C:26]([O:29][C:30]([F:33])([F:32])[F:31])=[C:25]([Cl:34])[CH:24]=2)=[CH:21][S:20][C:19]1=[N:35][C:36](=[O:52])[CH2:37][C:38]1[C:46]2[C:45](=[O:47])[N:44]([CH3:48])[C:43](=[O:49])[N:42]([CH3:50])[C:41]=2[O:40][C:39]=1[CH3:51])=[O:15])[C@H:10]([CH2:12][CH3:13])[CH3:11])=O)(C)(C)C.[Na].ClC1C=C(C2N=C(NC(=O)CC3C4C(=O)N(C)C(=O)N(C)C=4OC=3C)SC=2)C=CC=1OC(F)(F)F. Product: [ClH:34].[NH2:8][C@H:9]([C:14]([O:16][CH2:17][N:18]1[C:22]([C:23]2[CH:28]=[CH:27][C:26]([O:29][C:30]([F:33])([F:31])[F:32])=[C:25]([Cl:34])[CH:24]=2)=[CH:21][S:20][C:19]1=[N:35][C:36](=[O:52])[CH2:37][C:38]1[C:46]2[C:45](=[O:47])[N:44]([CH3:48])[C:43](=[O:49])[N:42]([CH3:50])[C:41]=2[O:40][C:39]=1[CH3:51])=[O:15])[C@H:10]([CH2:12][CH3:13])[CH3:11]. The catalyst class is: 21. (3) The catalyst class is: 1. Product: [Cl:8][C:4]1[CH:3]=[C:2]([C:12](=[O:24])[CH2:13][CH2:14][N:15]([CH3:23])[C:16](=[O:22])[O:17][C:18]([CH3:19])([CH3:20])[CH3:21])[CH:7]=[CH:6][CH:5]=1. Reactant: Br[C:2]1[CH:7]=[CH:6][CH:5]=[C:4]([Cl:8])[CH:3]=1.CON(C)[C:12](=[O:24])[CH2:13][CH2:14][N:15]([CH3:23])[C:16](=[O:22])[O:17][C:18]([CH3:21])([CH3:20])[CH3:19]. (4) The catalyst class is: 164. Reactant: Cl[C:2]1[N:10]=[C:9]2[C:5]([N:6]=[C:7]([CH2:12][N:13]3[CH2:18][CH2:17][CH:16]([C:19]([O:22][CH3:23])([CH3:21])[CH3:20])[CH2:15][CH2:14]3)[N:8]2[CH3:11])=[C:4]([N:24]2[CH2:29][CH2:28][O:27][CH2:26][CH2:25]2)[N:3]=1.[C:30]1([NH2:37])[C:31]([NH2:36])=[CH:32][CH:33]=[CH:34][CH:35]=1.CC(C)([O-])C.[Na+]. Product: [CH3:23][O:22][C:19]([CH:16]1[CH2:17][CH2:18][N:13]([CH2:12][C:7]2[N:8]([CH3:11])[C:9]3[C:5]([N:6]=2)=[C:4]([N:24]2[CH2:25][CH2:26][O:27][CH2:28][CH2:29]2)[N:3]=[C:2]([NH:36][C:31]2[C:30]([NH2:37])=[CH:35][CH:34]=[CH:33][CH:32]=2)[N:10]=3)[CH2:14][CH2:15]1)([CH3:21])[CH3:20]. (5) Reactant: [NH2:1][C:2]1[CH:7]=[CH:6][C:5]([N:8]2[CH2:13][CH2:12][CH2:11][CH2:10][CH2:9]2)=[CH:4][C:3]=1[C:14]1[CH:15]=[C:16]([CH:21]=[CH:22][N:23]=1)[C:17]([O:19][CH3:20])=[O:18].CCN=C=NCCCN(C)C.Cl.[C:36]([O:40][C:41](=[O:55])[CH2:42][CH2:43][S:44][CH2:45][C:46]1[CH:47]=[C:48]([CH:52]=[CH:53][CH:54]=1)[C:49](O)=[O:50])([CH3:39])([CH3:38])[CH3:37]. Product: [C:36]([O:40][C:41](=[O:55])[CH2:42][CH2:43][S:44][CH2:45][C:46]1[CH:47]=[C:48]([CH:52]=[CH:53][CH:54]=1)[C:49]([NH:1][C:2]1[CH:7]=[CH:6][C:5]([N:8]2[CH2:13][CH2:12][CH2:11][CH2:10][CH2:9]2)=[CH:4][C:3]=1[C:14]1[CH:15]=[C:16]([CH:21]=[CH:22][N:23]=1)[C:17]([O:19][CH3:20])=[O:18])=[O:50])([CH3:39])([CH3:37])[CH3:38]. The catalyst class is: 112. (6) Reactant: [C:1]([O:5][C:6](=[O:16])[NH:7][C@H:8]1[CH2:11][C@H:10]([CH2:12][N:13]=[N+]=[N-])[CH2:9]1)([CH3:4])([CH3:3])[CH3:2]. Product: [C:1]([O:5][C:6](=[O:16])[NH:7][C@H:8]1[CH2:11][C@H:10]([CH2:12][NH2:13])[CH2:9]1)([CH3:4])([CH3:2])[CH3:3]. The catalyst class is: 19. (7) Reactant: Cl[C:2]1[CH:7]=[CH:6][N:5]=[C:4]2[CH:8]=[C:9]([C:11]3[O:15][CH:14]=[N:13][CH:12]=3)[S:10][C:3]=12.[CH3:16][C:17]1[NH:18][C:19]2[C:24]([CH:25]=1)=[CH:23][C:22]([NH2:26])=[CH:21][CH:20]=2. Product: [CH3:16][C:17]1[NH:18][C:19]2[C:24]([CH:25]=1)=[CH:23][C:22]([NH:26][C:2]1[CH:7]=[CH:6][N:5]=[C:4]3[CH:8]=[C:9]([C:11]4[O:15][CH:14]=[N:13][CH:12]=4)[S:10][C:3]=13)=[CH:21][CH:20]=2. The catalyst class is: 8. (8) Reactant: [C:1]1([CH3:33])[CH:6]=[CH:5][C:4]([C:7]2[N:8]=[C:9]3[CH2:23][CH2:22][NH:21][CH:20]([CH2:24][CH2:25][CH2:26][CH2:27][CH2:28][CH2:29][C:30]([OH:32])=[O:31])[C:10]3=[N:11][C:12]=2[C:13]2[CH:18]=[CH:17][C:16]([CH3:19])=[CH:15][CH:14]=2)=[CH:3][CH:2]=1.[CH2:34]=O.[BH4-].[Na+]. Product: [CH3:34][N:21]1[CH2:22][CH2:23][C:9]2[C:10](=[N:11][C:12]([C:13]3[CH:14]=[CH:15][C:16]([CH3:19])=[CH:17][CH:18]=3)=[C:7]([C:4]3[CH:3]=[CH:2][C:1]([CH3:33])=[CH:6][CH:5]=3)[N:8]=2)[CH:20]1[CH2:24][CH2:25][CH2:26][CH2:27][CH2:28][CH2:29][C:30]([OH:32])=[O:31]. The catalyst class is: 836. (9) Reactant: [CH3:1][C:2]1[CH:7]=[CH:6][C:5]([C:8]([CH3:10])=[O:9])=[CH:4][CH:3]=1.C([O:14][C:15](=O)[C:16]([F:19])([F:18])[F:17])(C)C.C[O-].[Na+].Cl. Product: [F:17][C:16]([F:19])([F:18])[C:15](=[O:14])[CH2:10][C:8]([C:5]1[CH:6]=[CH:7][C:2]([CH3:1])=[CH:3][CH:4]=1)=[O:9]. The catalyst class is: 226.